Task: Regression. Given a target protein amino acid sequence and a drug SMILES string, predict the binding affinity score between them. We predict pKd (pKd = -log10(Kd in M); higher means stronger binding). Dataset: davis.. Dataset: Kinase inhibitor binding affinity data with 442 proteins and 68 drugs (Kd values) (1) The drug is CSc1cccc(Nc2ncc3cc(-c4c(Cl)cccc4Cl)c(=O)n(C)c3n2)c1. The target protein (RIPK4) has sequence MEGDGGTPWALALLRTFDAGEFTGWEKVGSGGFGQVYKVRHVHWKTWLAIKCSPSLHVDDRERMELLEEAKKMEMAKFRYILPVYGICREPVGLVMEYMETGSLEKLLASEPLPWDLRFRIIHETAVGMNFLHCMAPPLLHLDLKPANILLDAHYHVKISDFGLAKCNGLSHSHDLSMDGLFGTIAYLPPERIREKSRLFDTKHDVYSFAIVIWGVLTQKKPFADEKNILHIMVKVVKGHRPELPPVCRARPRACSHLIRLMQRCWQGDPRVRPTFQEITSETEDLCEKPDDEVKETAHDLDVKSPPEPRSEVVPARLKRASAPTFDNDYSLSELLSQLDSGVSQAVEGPEELSRSSSESKLPSSGSGKRLSGVSSVDSAFSSRGSLSLSFEREPSTSDLGTTDVQKKKLVDAIVSGDTSKLMKILQPQDVDLALDSGASLLHLAVEAGQEECAKWLLLNNANPNLSNRRGSTPLHMAVERRVRGVVELLLARKISVNAK.... The pKd is 5.0. (2) The small molecule is CN1CCN(C(=O)c2cc3cc(Cl)ccc3[nH]2)CC1. The target protein (LYN) has sequence VPLPPRRAALPLAPRPWRLRARRAAASSPRQAGRPRHPRPRASSPSPRVQRSRPAASPYAGPAGPPRRAPHSELKSPWSSAAPKLSPRAGNMGCIKSKGKDSLSDDGVDLKTQPVPESQLLPGQRFQTKDPEEQGDIVVALYPYDGIHPDDLSFKKGEKMKVLEEHGEWWKAKSLLTKKEGFIPSNYVAKLNTLETEEWFFKDITRKDAERQLLAPGNSAGAFLIRESETLKGSFSLSVRDFDPVHGDVIKHYKIRSLDNGGYYISPRITFPCISDMIKHYQKQADGLCRRLEKACISPKPQKPWDKDAWEIPRESIKLVKRLGAGQFGEVWMGYYNNSTKVAVKTLKPGTMSVQAFLEEANLMKTLQHDKLVRLYAVVTREEPIYIITEYMAKGSLLDFLKSDEGGKVLLPKLIDFSAQIAEGMAYIERKNYIHRDLRAANVLVSESLMCKIADFGLARVIEDNEYTAREGAKFPIKWTAPEAINFGCFTIKSDVWSFG.... The pKd is 5.8. (3) The small molecule is OCCn1cc(-c2ccc3c(c2)CCC3=NO)c(-c2ccncc2)n1. The target protein (ASK2) has sequence MAGPCPRSGAERAGSCWQDPLAVALSRGRQLAAPPGRGCARSRPLSVVYVLTREPQPGLEPREGTEAEPLPLRCLREACAQVPRPRPPPQLRSLPFGTLELGDTAALDAFYNADVVVLEVSSSLVQPSLFYHLGVRESFSMTNNVLLCSQADLPDLQALREDVFQKNSDCVGSYTLIPYVVTATGRVLCGDAGLLRGLADGLVQAGVGTEALLTPLVGRLARLLEATPTDSCGYFRETIRRDIRQARERFSGPQLRQELARLQRRLDSVELLSPDIIMNLLLSYRDVQDYSAIIELVETLQALPTCDVAEQHNVCFHYTFALNRRNRPGDRAKALSVLLPLVQLEGSVAPDLYCMCGRIYKDMFFSSGFQDAGHREQAYHWYRKAFDVEPSLHSGINAAVLLIAAGQHFEDSKELRLIGMKLGCLLARKGCVEKMQYYWDVGFYLGAQILANDPTQVVLAAEQLYKLNAPIWYLVSVMETFLLYQHFRPTPEPPGGPPRR.... The pKd is 5.0. (4) The compound is Nc1nc(N)c2nc(-c3cccc(O)c3)c(-c3cccc(O)c3)nc2n1. The pKd is 5.6. The target protein (TAOK3) has sequence MRKGVLKDPEIADLFYKDDPEELFIGLHEIGHGSFGAVYFATNAHTSEVVAIKKMSYSGKQTHEKWQDILKEVKFLRQLKHPNTIEYKGCYLKEHTAWLVMEYCLGSASDLLEVHKKPLQEVEIAAITHGALHGLAYLHSHALIHRDIKAGNILLTEPGQVKLADFGSASMASPANSFVGTPYWMAPEVILAMDEGQYDGKVDIWSLGITCIELAERKPPLFNMNAMSALYHIAQNDSPTLQSNEWTDSFRRFVDYCLQKIPQERPTSAELLRHDFVRRDRPLRVLIDLIQRTKDAVRELDNLQYRKMKKILFQETRNGPLNESQEDEEDSEHGTSLNREMDSLGSNHSIPSMSVSTGSQSSSVNSMQEVMDESSSELVMMHDDESTINSSSSVVHKKDHVFIRDEAGHGDPRPEPRPTQSVQSQALHYRNRERFATIKSASLVTRQIHEHEQENELREQMSGYKRMRRQHQKQLIALENKLKAEMDEHRLKLQKEVETH.... (5) The drug is N#CCC(C1CCCC1)n1cc(-c2ncnc3[nH]ccc23)cn1.O=P(O)(O)O. The target protein (GAK) has sequence MSLLQSALDFLAGPGSLGGASGRDQSDFVGQTVELGELRLRVRRVLAEGGFAFVYEAQDVGSGREYALKRLLSNEEEKNRAIIQEVCFMKKLSGHPNIVQFCSAASIGKEESDTGQAEFLLLTELCKGQLVEFLKKMESRGPLSCDTVLKIFYQTCRAVQHMHRQKPPIIHRDLKVENLLLSNQGTIKLCDFGSATTISHYPDYSWSAQRRALVEEEITRNTTPMYRTPEIIDLYSNFPIGEKQDIWALGCILYLLCFRQHPFEDGAKLRIVNGKYSIPPHDTQYTVFHSLIRAMLQVNPEERLSIAEVVHQLQEIAAARNVNPKSPITELLEQNGGYGSATLSRGPPPPVGPAGSGYSGGLALAEYDQPYGGFLDILRGGTERLFTNLKDTSSKVIQSVANYAKGDLDISYITSRIAVMSFPAEGVESALKNNIEDVRLFLDSKHPGHYAVYNLSPRTYRPSRFHNRVSECGWAARRAPHLHTLYNICRNMHAWLRQDH.... The pKd is 7.0. (6) The compound is CCOc1cc2ncc(C#N)c(Nc3ccc(OCc4ccccn4)c(Cl)c3)c2cc1NC(=O)C=CCN(C)C. The target protein (NIM1) has sequence MTAVYMNGGGLVNPHYARWDRRDSVESGCQTESSKEGEEGQPRQLTPFEKLTQDMSQDEKVVREITLGKRIGFYRIRGEIGSGNFSQVKLGIHSLTKEKVAIKILDKTKLDQKTQRLLSREISSMEKLHHPNIIRLYEVVETLSKLHLVMEYAGGGELFGKISTEGKLSEPESKLIFSQIVSAVKHMHENQIIHRDLKAENVFYTSNTCVKVGDFGFSTVSKKGEMLNTFCGSPPYAAPELFRDEHYIGIYVDIWALGVLLYFMVTGTMPFRAETVAKLKKSILEGTYSVPPHVSEPCHRLIRGVLQQIPTERYGIDCIMNDEWMQGVPYPTPLEPFQLDPKHLSETSTLKEEENEVKSTLEHLGITEEHIRNNQGRDARSSITGVYRIILHRVQRKKALESVPVMMLPDPKERDLKKGSRVYRGIRHTSKFCSIL. The pKd is 5.0. (7) The small molecule is Cn1cc(-c2ccc3nnc(Sc4ccc5ncccc5c4)n3n2)cn1. The target protein (PRKD1) has sequence MSAPPVLRPPSPLLPVAAAAAAAAAALVPGSGPGPAPFLAPVAAPVGGISFHLQIGLSREPVLLLQDSSGDYSLAHVREMACSIVDQKFPECGFYGMYDKILLFRHDPTSENILQLVKAASDIQEGDLIEVVLSASATFEDFQIRPHALFVHSYRAPAFCDHCGEMLWGLVRQGLKCEGCGLNYHKRCAFKIPNNCSGVRRRRLSNVSLTGVSTIRTSSAELSTSAPDEPLLQKSPSESFIGREKRSNSQSYIGRPIHLDKILMSKVKVPHTFVIHSYTRPTVCQYCKKLLKGLFRQGLQCKDCRFNCHKRCAPKVPNNCLGEVTINGDLLSPGAESDVVMEEGSDDNDSERNSGLMDDMEEAMVQDAEMAMAECQNDSGEMQDPDPDHEDANRTISPSTSNNIPLMRVVQSVKHTKRKSSTVMKEGWMVHYTSKDTLRKRHYWRLDSKCITLFQNDTGSRYYKEIPLSEILSLEPVKTSALIPNGANPHCFEITTANVV.... The pKd is 5.0. (8) The drug is Cn1cc(C2=C(c3cn(C4CCN(Cc5ccccn5)CC4)c4ccccc34)C(=O)NC2=O)c2ccccc21. The target protein (CDC2L1) has sequence ERFELGDGRKPVKEEKMEERDLLSDLQDISDSERKTSSAESSSAESGSGSEEEEEEEEEEEEEGSTSEESEEEEEEEEEEEEETGSNSEEASEQSAEEVSEEEMSEDEERENENHLLVVPESRFDRDSGESEEAEEEVGEGTPQSSALTEGDYVPDSPALSPIELKQELPKYLPALQGCRSVEEFQCLNRIEEGTYGVVYRAKDKKTDEIVALKRLKMEKEKEGFPITSLREINTILKAQHPNIVTVREIVVGSNMDKIYIVMNYVEHDLKSLMETMKQPFLPGEVKTLMIQLLRGVKHLHDNWILHRDLKTSNLLLSHAGILKVGDFGLAREYGSPLKAYTPVVVTLWYRAPELLLGAKEYSTAVDMWSVGCIFGELLTQKPLFPGKSEIDQINKVFKDLGTPSEKIWPGYSELPAVKKMTFSEHPYNNLRKRFGALLSDQGFDLMNKFLTYFPGRRISAEDGLKHEYFRETPLPIDPSMFPTWPAKSEQQRVKRGTSP.... The pKd is 5.0. (9) The small molecule is Cc1ccc2nc(NCCN)c3ncc(C)n3c2c1.Cl. The target protein (ERBB3) has sequence MRANDALQVLGLLFSLARGSEVGNSQAVCPGTLNGLSVTGDAENQYQTLYKLYERCEVVMGNLEIVLTGHNADLSFLQWIREVTGYVLVAMNEFSTLPLPNLRVVRGTQVYDGKFAIFVMLNYNTNSSHALRQLRLTQLTEILSGGVYIEKNDKLCHMDTIDWRDIVRDRDAEIVVKDNGRSCPPCHEVCKGRCWGPGSEDCQTLTKTICAPQCNGHCFGPNPNQCCHDECAGGCSGPQDTDCFACRHFNDSGACVPRCPQPLVYNKLTFQLEPNPHTKYQYGGVCVASCPHNFVVDQTSCVRACPPDKMEVDKNGLKMCEPCGGLCPKACEGTGSGSRFQTVDSSNIDGFVNCTKILGNLDFLITGLNGDPWHKIPALDPEKLNVFRTVREITGYLNIQSWPPHMHNFSVFSNLTTIGGRSLYNRGFSLLIMKNLNVTSLGFRSLKEISAGRIYISANRQLCYHHSLNWTKVLRGPTEERLDIKHNRPRRDCVAEGKVC.... The pKd is 5.0. (10) The compound is CCC1C(=O)N(C)c2cnc(Nc3ccc(C(=O)NC4CCN(C)CC4)cc3OC)nc2N1C1CCCC1. The target protein (WEE1) has sequence MSFLSRQQPPPPRRAGAACTLRQKLIFSPCSDCEEEEEEEEEEGSGHSTGEDSAFQEPDSPLPPARSPTEPGPERRRSPGPAPGSPGELEEDLLLPGACPGADEAGGGAEGDSWEEEGFGSSSPVKSPAAPYFLGSSFSPVRCGGPGDASPRGCGARRAGEGRRSPRPDHPGTPPHKTFRKLRLFDTPHTPKSLLSKARGIDSSSVKLRGSSLFMDTEKSGKREFDVRQTPQVNINPFTPDSLLLHSSGQCRRRKRTYWNDSCGEDMEASDYELEDETRPAKRITITESNMKSRYTTEFHELEKIGSGEFGSVFKCVKRLDGCIYAIKRSKKPLAGSVDEQNALREVYAHAVLGQHSHVVRYFSAWAEDDHMLIQNEYRNGGSLADAISENYRIMSYFKEAELKDLLLQVGRGLRYIHSMSLVHMDIKPSNIFISRTSIPNAASEEGDEDDWASNKVMFKIGDLGHVTRISSPQVEEGDSRFLANEVLQENYTHLPKADI.... The pKd is 5.0.